Dataset: Full USPTO retrosynthesis dataset with 1.9M reactions from patents (1976-2016). Task: Predict the reactants needed to synthesize the given product. (1) The reactants are: C(OC(=O)[NH:7][CH:8]1[CH2:13][CH2:12][CH2:11][N:10]([C:14]2[CH:15]=[N:16][C:17]([O:23][C:24]3[CH:29]=[CH:28][C:27]([O:30][C:31]4[CH:36]=[CH:35][CH:34]=[C:33]([F:37])[CH:32]=4)=[CH:26][CH:25]=3)=[C:18]([C:20](=[O:22])[NH2:21])[CH:19]=2)[CH2:9]1)(C)(C)C.Cl. Given the product [NH2:7][CH:8]1[CH2:13][CH2:12][CH2:11][N:10]([C:14]2[CH:15]=[N:16][C:17]([O:23][C:24]3[CH:25]=[CH:26][C:27]([O:30][C:31]4[CH:36]=[CH:35][CH:34]=[C:33]([F:37])[CH:32]=4)=[CH:28][CH:29]=3)=[C:18]([C:20]([NH2:21])=[O:22])[CH:19]=2)[CH2:9]1, predict the reactants needed to synthesize it. (2) Given the product [CH2:31]([N:8]1[C:7]2[CH:22]=[C:3]([O:2][CH3:1])[C:4]([C:23]3[CH:28]=[CH:27][CH:26]=[CH:25][C:24]=3[O:29][CH3:30])=[CH:5][C:6]=2[C:12]([C:13]2[CH:14]=[C:15]([CH:18]=[CH:19][CH:20]=2)[C:16]#[N:17])=[N:11][CH2:10][C:9]1=[O:21])[C:32]1[CH:37]=[CH:36][CH:35]=[CH:34][CH:33]=1, predict the reactants needed to synthesize it. The reactants are: [CH3:1][O:2][C:3]1[C:4]([C:23]2[CH:28]=[CH:27][CH:26]=[CH:25][C:24]=2[O:29][CH3:30])=[CH:5][C:6]2[C:12]([C:13]3[CH:14]=[C:15]([CH:18]=[CH:19][CH:20]=3)[C:16]#[N:17])=[N:11][CH2:10][C:9](=[O:21])[NH:8][C:7]=2[CH:22]=1.[CH2:31](Br)[C:32]1[CH:37]=[CH:36][CH:35]=[CH:34][CH:33]=1. (3) The reactants are: [CH2:1]([O:3][C:4]1[CH:5]=[C:6]([N:13]2[CH2:18][CH2:17][N:16]([C:19](=[O:21])[CH3:20])[CH2:15][CH2:14]2)[CH:7]=[CH:8][C:9]=1[N+:10]([O-])=O)[CH3:2]. Given the product [NH2:10][C:9]1[CH:8]=[CH:7][C:6]([N:13]2[CH2:18][CH2:17][N:16]([C:19](=[O:21])[CH3:20])[CH2:15][CH2:14]2)=[CH:5][C:4]=1[O:3][CH2:1][CH3:2], predict the reactants needed to synthesize it. (4) Given the product [CH3:1][C:2]1[CH:17]=[CH:16][C:5]([O:6][C:7]2[N:8]=[CH:9][C:10]([NH2:13])=[CH:11][CH:12]=2)=[CH:4][C:3]=1[O:18][C:19]([F:21])([F:20])[F:22], predict the reactants needed to synthesize it. The reactants are: [CH3:1][C:2]1[CH:17]=[CH:16][C:5]([O:6][C:7]2[CH:12]=[CH:11][C:10]([N+:13]([O-])=O)=[CH:9][N:8]=2)=[CH:4][C:3]=1[O:18][C:19]([F:22])([F:21])[F:20].